From a dataset of Reaction yield outcomes from USPTO patents with 853,638 reactions. Predict the reaction yield, written as a fraction of the theoretical maximum amount of product (1.0 means a 100% yield; for example, 0.34 means a 34% yield). (1) The reactants are C1CCN2C(=NCCC2)CC1.[Br:12][C:13]1[CH:18]=[CH:17][C:16]([NH:19][C:20]2[C:21]([C:29]3[N:33](CCC#N)[N:32]=[N:31][N:30]=3)=[CH:22][N:23]([CH3:28])[C:24](=[O:27])[C:25]=2[CH3:26])=[C:15]([F:38])[CH:14]=1. The catalyst is C(Cl)Cl.C(OCC)(=O)C. The product is [Br:12][C:13]1[CH:18]=[CH:17][C:16]([NH:19][C:20]2[C:21]([C:29]3[NH:33][N:32]=[N:31][N:30]=3)=[CH:22][N:23]([CH3:28])[C:24](=[O:27])[C:25]=2[CH3:26])=[C:15]([F:38])[CH:14]=1. The yield is 0.770. (2) The reactants are [C:1]([O:5][C:6]([NH:8][C@:9]1([C:14]([OH:16])=O)[CH2:11][C@H:10]1[CH:12]=[CH2:13])=[O:7])([CH3:4])([CH3:3])[CH3:2].C(N1C=CN=C1)(N1C=CN=C1)=O.[F:29][CH2:30][C:31]1([S:34]([NH2:37])(=[O:36])=[O:35])[CH2:33][CH2:32]1.N12CCCN=C1CCCCC2. The catalyst is CN(C=O)C. The product is [F:29][CH2:30][C:31]1([S:34]([NH:37][C:14]([C@@:9]2([NH:8][C:6](=[O:7])[O:5][C:1]([CH3:2])([CH3:3])[CH3:4])[CH2:11][C@H:10]2[CH:12]=[CH2:13])=[O:16])(=[O:36])=[O:35])[CH2:33][CH2:32]1. The yield is 0.960. (3) The reactants are [CH3:1][O:2][C:3]([C:5]1[CH:10]=[CH:9][CH:8]=[CH:7][C:6]=1B(O)O)=[O:4].Br[C:15]1[CH:20]=[C:19]([F:21])[CH:18]=[CH:17][C:16]=1[N+:22]([O-:24])=[O:23].C(O)C.C(=O)([O-])[O-].[Na+].[Na+]. The catalyst is ClCCl.C(O[Pd]OC(=O)C)(=O)C.C1(P(C2CCCCC2)C2C=CC=CC=2C2C(OC)=CC=CC=2OC)CCCCC1. The product is [F:21][C:19]1[CH:18]=[CH:17][C:16]([N+:22]([O-:24])=[O:23])=[C:15]([C:6]2[C:5]([C:3]([O:2][CH3:1])=[O:4])=[CH:10][CH:9]=[CH:8][CH:7]=2)[CH:20]=1. The yield is 0.566. (4) The reactants are Cl[CH:2]([C:4]1[N:13]([C:14]2[CH:19]=[CH:18][C:17]([O:20][CH3:21])=[CH:16][CH:15]=2)[C:12](=[O:22])[C:11]2[C:6](=[CH:7][CH:8]=[CH:9][CH:10]=2)[N:5]=1)[CH3:3].[CH3:23][NH2:24]. No catalyst specified. The product is [CH3:21][O:20][C:17]1[CH:18]=[CH:19][C:14]([N:13]2[C:12](=[O:22])[C:11]3[C:6](=[CH:7][CH:8]=[CH:9][CH:10]=3)[N:5]=[C:4]2[CH:2]([NH:24][CH3:23])[CH3:3])=[CH:15][CH:16]=1. The yield is 0.990. (5) The reactants are [CH:1]([CH:3]([CH2:9][N:10]1[CH2:14][CH:13]([CH2:15][CH2:16][CH3:17])[CH2:12][C:11]1=[O:18])[C:4]([O:6]CC)=O)=O.CCN(CC)CC.[C:26]1([CH2:32][NH:33][NH2:34])[CH:31]=[CH:30][CH:29]=[CH:28][CH:27]=1.Cl.Cl. The catalyst is C1(C)C=CC=CC=1. The product is [CH2:32]([N:33]1[C:4](=[O:6])[CH:3]([CH2:9][N:10]2[CH2:14][CH:13]([CH2:15][CH2:16][CH3:17])[CH2:12][C:11]2=[O:18])[CH:1]=[N:34]1)[C:26]1[CH:31]=[CH:30][CH:29]=[CH:28][CH:27]=1. The yield is 0.140. (6) The reactants are Br[C:2]1[NH:3][C:4]2[C:9]([C:10]=1[CH:11]1[CH2:16][CH2:15][CH2:14][CH2:13][CH2:12]1)=[CH:8][CH:7]=[C:6]([C:17]([O:19][CH3:20])=[O:18])[CH:5]=2.N1C2C(=CC=C(C(OC)=O)C=2)C=C1.[CH3:34][O:35][C:36]1[CH:41]=[CH:40][C:39](B2OC(C)(C)C(C)(C)O2)=[C:38]([O:51][CH2:52][O:53][CH3:54])[CH:37]=1.C([O-])([O-])=O.[Na+].[Na+]. The catalyst is O1CCOCC1.CCOC(C)=O.C1C=CC(P(C2C=CC=CC=2)C2C=CC=CC=2)=CC=1.C1C=CC(P(C2C=CC=CC=2)C2C=CC=CC=2)=CC=1.Cl[Pd]Cl. The product is [CH:11]1([C:10]2[C:9]3[C:4](=[CH:5][C:6]([C:17]([O:19][CH3:20])=[O:18])=[CH:7][CH:8]=3)[NH:3][C:2]=2[C:39]2[CH:40]=[CH:41][C:36]([O:35][CH3:34])=[CH:37][C:38]=2[O:51][CH2:52][O:53][CH3:54])[CH2:16][CH2:15][CH2:14][CH2:13][CH2:12]1. The yield is 0.930. (7) The reactants are [CH3:1][O:2][C:3]([C:5]1[S:6][C:7]([C:27]#[C:28][C:29]([CH3:32])([CH3:31])[CH3:30])=[CH:8][C:9]=1[N:10]([C@H:20]1[CH2:25][CH2:24][C@H:23]([OH:26])[CH2:22][CH2:21]1)[C:11]([C@H:13]1[CH2:18][CH2:17][C@H:16]([CH3:19])[CH2:15][CH2:14]1)=[O:12])=[O:4].I[CH3:34].[H-].[Na+]. The catalyst is CN(C=O)C. The product is [CH3:1][O:2][C:3]([C:5]1[S:6][C:7]([C:27]#[C:28][C:29]([CH3:31])([CH3:30])[CH3:32])=[CH:8][C:9]=1[N:10]([C@H:20]1[CH2:21][CH2:22][C@H:23]([O:26][CH3:34])[CH2:24][CH2:25]1)[C:11]([C@H:13]1[CH2:18][CH2:17][C@H:16]([CH3:19])[CH2:15][CH2:14]1)=[O:12])=[O:4]. The yield is 0.320. (8) The reactants are [CH3:1][C:2]1([CH3:5])[CH2:4][O:3]1.[OH:6][N:7]1[C:11](=[O:12])[C:10]2=[CH:13][CH:14]=[CH:15][CH:16]=[C:9]2[C:8]1=[O:17]. The catalyst is CN(C=O)C. The product is [OH:3][C:2]([CH3:5])([CH3:4])[CH2:1][O:6][N:7]1[C:8](=[O:17])[C:9]2[C:10](=[CH:13][CH:14]=[CH:15][CH:16]=2)[C:11]1=[O:12]. The yield is 0.270.